From a dataset of Full USPTO retrosynthesis dataset with 1.9M reactions from patents (1976-2016). Predict the reactants needed to synthesize the given product. (1) Given the product [Cl:14][C:5]1[CH:6]=[CH:7][CH:8]=[C:9]2[C:4]=1[N:3]=[C:2]([C:20]1[CH:25]=[N:24][CH:23]=[CH:22][N:21]=1)[C:11]([CH:12]=[O:13])=[CH:10]2, predict the reactants needed to synthesize it. The reactants are: Cl[C:2]1[C:11]([CH:12]=[O:13])=[CH:10][C:9]2[C:4](=[C:5]([Cl:14])[CH:6]=[CH:7][CH:8]=2)[N:3]=1.C([Sn](CCCC)(CCCC)[C:20]1[CH:25]=[N:24][CH:23]=[CH:22][N:21]=1)CCC. (2) Given the product [F:35][C:32]1[CH:33]=[CH:34][C:29]([CH2:28][C:25]2([C:36]#[N:37])[CH2:26][CH2:27][N:22]([C:20]([CH:10]3[CH2:9][NH:8][C:13]4[CH:14]=[CH:15][C:16]([O:18][CH3:19])=[CH:17][C:12]=4[O:11]3)=[O:21])[CH2:23][CH2:24]2)=[CH:30][CH:31]=1, predict the reactants needed to synthesize it. The reactants are: C(OC([N:8]1[C:13]2[CH:14]=[CH:15][C:16]([O:18][CH3:19])=[CH:17][C:12]=2[O:11][CH:10]([C:20]([N:22]2[CH2:27][CH2:26][C:25]([C:36]#[N:37])([CH2:28][C:29]3[CH:34]=[CH:33][C:32]([F:35])=[CH:31][CH:30]=3)[CH2:24][CH2:23]2)=[O:21])[CH2:9]1)=O)(C)(C)C.FC(F)(F)C(O)=O. (3) The reactants are: C([O:3][C:4](=[O:33])[C:5]1[CH:10]=[CH:9][C:8]([O:11][CH2:12][CH2:13][CH2:14][N:15]2[C:19]([C:20]3[CH:25]=[CH:24][CH:23]=[CH:22][CH:21]=3)=[C:18]([C:26]3[CH:31]=[CH:30][CH:29]=[CH:28][CH:27]=3)[N:17]=[C:16]2[CH3:32])=[CH:7][CH:6]=1)C.[OH-].[Na+].Cl. Given the product [CH3:32][C:16]1[N:15]([CH2:14][CH2:13][CH2:12][O:11][C:8]2[CH:7]=[CH:6][C:5]([C:4]([OH:33])=[O:3])=[CH:10][CH:9]=2)[C:19]([C:20]2[CH:25]=[CH:24][CH:23]=[CH:22][CH:21]=2)=[C:18]([C:26]2[CH:27]=[CH:28][CH:29]=[CH:30][CH:31]=2)[N:17]=1, predict the reactants needed to synthesize it. (4) The reactants are: [CH2:1]([C:5]1[N:9]([C:10]2[CH:11]=[C:12]([Cl:24])[C:13]([NH:16][C:17]3[CH:22]=[CH:21][C:20]([Cl:23])=[CH:19][CH:18]=3)=[N:14][CH:15]=2)[N:8]=[N:7][C:6]=1[Si](C)(C)C)[CH2:2][CH2:3][CH3:4]. Given the product [CH2:1]([C:5]1[N:9]([C:10]2[CH:11]=[C:12]([Cl:24])[C:13]([NH:16][C:17]3[CH:22]=[CH:21][C:20]([Cl:23])=[CH:19][CH:18]=3)=[N:14][CH:15]=2)[N:8]=[N:7][CH:6]=1)[CH2:2][CH2:3][CH3:4], predict the reactants needed to synthesize it. (5) Given the product [F:1][C:2]1[CH:7]=[C:6]([CH:5]=[CH:4][C:3]=1[Si:11]([CH3:14])([CH3:13])[CH3:12])[NH2:8], predict the reactants needed to synthesize it. The reactants are: [F:1][C:2]1[CH:7]=[C:6]([N+:8]([O-])=O)[CH:5]=[CH:4][C:3]=1[Si:11]([CH3:14])([CH3:13])[CH3:12]. (6) The reactants are: [Cl:1][C:2]1[N:3]=[CH:4][C:5]2[CH:10]=[C:9]([C:11]3[CH:16]=[CH:15][CH:14]=[CH:13][C:12]=3[Cl:17])[N:8]([CH2:18][C@H:19]3[CH2:24][CH2:23]C[N:21]([C:25]([O:27][C:28]([CH3:31])([CH3:30])[CH3:29])=[O:26])[CH2:20]3)[C:6]=2[N:7]=1.ClC1N=C(NC[C@@H]2CCN(C(OC(C)(C)C)=O)C2)C(C#CC2C=CC=CC=2Cl)=CN=1. Given the product [Cl:1][C:2]1[N:3]=[CH:4][C:5]2[CH:10]=[C:9]([C:11]3[CH:16]=[CH:15][CH:14]=[CH:13][C:12]=3[Cl:17])[N:8]([CH2:18][C@@H:19]3[CH2:24][CH2:23][N:21]([C:25]([O:27][C:28]([CH3:29])([CH3:30])[CH3:31])=[O:26])[CH2:20]3)[C:6]=2[N:7]=1, predict the reactants needed to synthesize it. (7) Given the product [CH3:22][O:21][C:11]1[CH:12]=[C:13]2[C:8](=[CH:9][CH:10]=1)[C:7](=[O:23])[N:6]([CH3:24])[C:5]([CH2:4][CH2:3][NH:2][C:32](=[O:34])[CH3:33])=[C:14]2[C:15]1[CH:20]=[CH:19][CH:18]=[CH:17][CH:16]=1, predict the reactants needed to synthesize it. The reactants are: Cl.[NH2:2][CH2:3][CH2:4][C:5]1[N:6]([CH3:24])[C:7](=[O:23])[C:8]2[C:13]([C:14]=1[C:15]1[CH:20]=[CH:19][CH:18]=[CH:17][CH:16]=1)=[CH:12][C:11]([O:21][CH3:22])=[CH:10][CH:9]=2.C(N(CC)CC)C.[C:32](Cl)(=[O:34])[CH3:33]. (8) Given the product [CH2:3]([N:5]([CH2:6][CH3:7])[CH2:1][C:10]#[C:9][CH2:8][OH:11])[CH3:4], predict the reactants needed to synthesize it. The reactants are: [CH2:1]=O.[CH2:3]([NH:5][CH2:6][CH3:7])[CH3:4].[CH2:8]([OH:11])[C:9]#[CH:10].